Dataset: Catalyst prediction with 721,799 reactions and 888 catalyst types from USPTO. Task: Predict which catalyst facilitates the given reaction. (1) Reactant: [C:1]([C:4]1[CH:9]=[CH:8][CH:7]=[CH:6][CH:5]=1)(=[O:3])[CH3:2]. Product: [C:4]1([C@@H:1]([OH:3])[CH3:2])[CH:9]=[CH:8][CH:7]=[CH:6][CH:5]=1. The catalyst class is: 6. (2) Reactant: [Br:1][C:2]1[CH:3]=[CH:4][C:5]2[O:14][C:13]3[C:12](=[O:15])[NH:11][C:10]([C:16]4[CH:21]=[CH:20][C:19]([N+:22]([O-])=O)=[CH:18][C:17]=4[Cl:25])=[N:9][C:8]=3[C:6]=2[CH:7]=1.O.O.[Sn](Cl)Cl.CO.CCOC(C)=O. Product: [NH2:22][C:19]1[CH:20]=[CH:21][C:16]([C:10]2[NH:11][C:12](=[O:15])[C:13]3[O:14][C:5]4[CH:4]=[CH:3][C:2]([Br:1])=[CH:7][C:6]=4[C:8]=3[N:9]=2)=[C:17]([Cl:25])[CH:18]=1. The catalyst class is: 6. (3) Reactant: [CH3:1][O:2][C:3](=[O:25])[CH2:4][C:5]1[C:6](C=O)=[C:7]([C:13]2[CH:18]=[CH:17][C:16]([C:19]([F:22])([F:21])[F:20])=[CH:15][CH:14]=2)[C:8]([O:11][CH3:12])=[CH:9][CH:10]=1.CN.[C:28]([BH3-])#[N:29].[Na+].[C:32]([O-])(O)=O.[Na+]. Product: [CH3:1][O:2][C:3](=[O:25])[CH2:4][C:5]1[CH:6]=[C:7]([C:13]2[CH:14]=[CH:15][C:16]([C:19]([F:20])([F:21])[F:22])=[CH:17][C:18]=2[CH2:32][NH:29][CH3:28])[C:8]([O:11][CH3:12])=[CH:9][CH:10]=1. The catalyst class is: 322. (4) Reactant: Cl.[C:2]1([C:14]2[CH:19]=[CH:18][N:17]=[C:16]([NH:20][CH2:21][CH:22]3[CH2:27][CH2:26][NH:25][CH2:24][CH2:23]3)[N:15]=2)[C:12]2=[C:13]3[C:8](=[CH:9][CH:10]=[CH:11]2)[CH2:7][CH2:6][CH2:5][N:4]3[CH:3]=1.C(N(CC)C(C)C)(C)C.[N:37]([CH2:40][C:41]([O:43][CH2:44][CH3:45])=[O:42])=[C:38]=[O:39].C(#N)C.O.[F:50][C:51]([F:56])([F:55])[C:52]([OH:54])=[O:53]. Product: [C:2]1([C:14]2[CH:19]=[CH:18][N:17]=[C:16]([NH:20][CH2:21][CH:22]3[CH2:27][CH2:26][N:25]([C:38]([NH:37][CH2:40][C:41]([O:43][CH2:44][CH3:45])=[O:42])=[O:39])[CH2:24][CH2:23]3)[N:15]=2)[C:12]2=[C:13]3[C:8](=[CH:9][CH:10]=[CH:11]2)[CH2:7][CH2:6][CH2:5][N:4]3[CH:3]=1.[F:50][C:51]([F:56])([F:55])[C:52]([O-:54])=[O:53]. The catalyst class is: 9. (5) Product: [CH:1]1([NH:4][C:5](=[O:47])[NH:6][C:7]2[CH:45]=[CH:44][C:10]([O:11][C:12]3[CH:17]=[CH:16][N:15]=[C:14]4[CH:18]=[C:19]([C:21]5[N:26]=[CH:25][C:24]([CH2:27][N:28]([CH:35]6[CH2:36][N:37]([C:39](=[O:43])[NH:40][CH2:41][CH3:42])[CH2:38]6)[CH2:29][C:30]([OH:32])=[O:31])=[CH:23][CH:22]=5)[S:20][C:13]=34)=[C:9]([F:46])[CH:8]=2)[CH2:2][CH2:3]1. The catalyst class is: 5. Reactant: [CH:1]1([NH:4][C:5](=[O:47])[NH:6][C:7]2[CH:45]=[CH:44][C:10]([O:11][C:12]3[CH:17]=[CH:16][N:15]=[C:14]4[CH:18]=[C:19]([C:21]5[N:26]=[CH:25][C:24]([CH2:27][N:28]([CH:35]6[CH2:38][N:37]([C:39](=[O:43])[NH:40][CH2:41][CH3:42])[CH2:36]6)[CH2:29][C:30]([O:32]CC)=[O:31])=[CH:23][CH:22]=5)[S:20][C:13]=34)=[C:9]([F:46])[CH:8]=2)[CH2:3][CH2:2]1.[OH-].[Na+].